Dataset: Forward reaction prediction with 1.9M reactions from USPTO patents (1976-2016). Task: Predict the product of the given reaction. (1) Given the reactants C(O[C:9]1[C:14]([O:15][CH3:16])=[CH:13][C:12]([Cl:17])=[CH:11][C:10]=1[CH2:18][CH:19]([OH:22])[CH2:20][OH:21])C1C=CC=CC=1.[C:23]1([CH3:33])[CH:28]=[CH:27][C:26]([S:29](Cl)(=[O:31])=[O:30])=[CH:25][CH:24]=1.CC1C=CC(S(OCC(O)CC2C=C(Cl)C=C(OC)C=2OCC2C=CC=CC=2)(=O)=O)=CC=1.S(C1C=CC(C)=CC=1)([O-])(=O)=O.CC1C=CC(S(OCC(O)CC2C=CC(OC)=CC=2O)(=O)=O)=CC=1.CC1C=CC(S(OCC(O)CC2C=C(Cl)C=C(OC)C=2O)(=O)=O)=CC=1.C1(O)C=CC=CC=1.C1(P(C2C=CC=CC=2)C2C=CC=CC=2)C=CC=CC=1.N(C(OC(C)C)=O)=NC(OC(C)C)=O.CC1C=CC(S(OCC2CC3C=CC(OC)=CC=3O2)(=O)=O)=CC=1, predict the reaction product. The product is: [CH3:33][C:23]1[CH:28]=[CH:27][C:26]([S:29]([O:21][CH2:20][CH:19]2[CH2:18][C:10]3[CH:11]=[C:12]([Cl:17])[CH:13]=[C:14]([O:15][CH3:16])[C:9]=3[O:22]2)(=[O:31])=[O:30])=[CH:25][CH:24]=1. (2) Given the reactants [F:1][C:2]1[CH:3]=[C:4]([N:9]2[CH2:13][C@@H:12]([CH2:14]N)[O:11][C:10]2=[O:16])[CH:5]=[CH:6][C:7]=1[I:8].[CH:17]1([C:20](Cl)=[O:21])[CH2:19][CH2:18]1.C([N:25](CC)CC)C, predict the reaction product. The product is: [F:1][C:2]1[CH:3]=[C:4]([N:9]2[CH2:13][C@@H:12]([CH2:14][C:17]3([C:20]([NH2:25])=[O:21])[CH2:19][CH2:18]3)[O:11][C:10]2=[O:16])[CH:5]=[CH:6][C:7]=1[I:8].